Task: Predict the reactants needed to synthesize the given product.. Dataset: Full USPTO retrosynthesis dataset with 1.9M reactions from patents (1976-2016) (1) Given the product [CH3:1][C:2]1[CH:7]=[C:6]([O:8][CH:9]2[CH2:10][CH2:11][O:12][CH2:13][CH2:14]2)[CH:5]=[CH:4][C:3]=1[C:15]1[C:16]2[CH:23]=[C:22]([CH2:24][O:25][C:26]3[N:31]=[CH:30][C:29]([CH:32]([C:39]#[C:40][CH3:41])[CH2:33][C:34]([OH:36])=[O:35])=[CH:28][CH:27]=3)[CH:21]=[CH:20][C:17]=2[S:18][CH:19]=1, predict the reactants needed to synthesize it. The reactants are: [CH3:1][C:2]1[CH:7]=[C:6]([O:8][CH:9]2[CH2:14][CH2:13][O:12][CH2:11][CH2:10]2)[CH:5]=[CH:4][C:3]=1[C:15]1[C:16]2[CH:23]=[C:22]([CH2:24][O:25][C:26]3[N:31]=[CH:30][C:29]([CH:32]([C:39]#[C:40][CH3:41])[CH2:33][C:34]([O:36]CC)=[O:35])=[CH:28][CH:27]=3)[CH:21]=[CH:20][C:17]=2[S:18][CH:19]=1.[Li+].[OH-].Cl. (2) Given the product [ClH:23].[CH:19]1([C:18]2[C:12]3[O:11][CH2:10][CH2:9][NH:8][CH2:14][C:13]=3[CH:15]=[CH:16][C:17]=2[F:22])[CH2:21][CH2:20]1, predict the reactants needed to synthesize it. The reactants are: C([N:8]1[CH2:14][C:13]2[CH:15]=[CH:16][C:17]([F:22])=[C:18]([CH:19]3[CH2:21][CH2:20]3)[C:12]=2[O:11][CH2:10][CH2:9]1)C1C=CC=CC=1.[Cl:23]C(OC(Cl)C)=O. (3) Given the product [N:24]1([CH2:31][CH2:32][O:33][C:34]2[CH:42]=[CH:41][C:37]([CH2:38][CH2:56][CH2:57][NH:58][C:59]3[CH:64]=[C:63]([O:65][CH3:66])[CH:62]=[CH:61][C:60]=3[CH:67]3[CH2:71][CH2:70][N:69]([C:72]4[CH:77]=[CH:76][CH:75]=[C:74]([O:78][CH3:79])[CH:73]=4)[CH2:68]3)=[CH:36][CH:35]=2)[CH2:30][CH2:29][CH2:28][CH2:27][CH2:26][CH2:25]1, predict the reactants needed to synthesize it. The reactants are: COC1C=CC(C2CCN(C3C=CC=C(OC)C=3)C2)=C(N)C=1.Cl.[N:24]1([CH2:31][CH2:32][O:33][C:34]2[CH:42]=[CH:41][C:37]([C:38](O)=O)=[CH:36][CH:35]=2)[CH2:30][CH2:29][CH2:28][CH2:27][CH2:26][CH2:25]1.N1(CCOC2C=C[C:56]([CH2:57][NH:58][C:59]3[CH:64]=[C:63]([O:65][CH3:66])[CH:62]=[CH:61][C:60]=3[CH:67]3[CH2:71][CH2:70][N:69]([C:72]4[CH:77]=[CH:76][CH:75]=[C:74]([O:78][CH3:79])[CH:73]=4)[CH2:68]3)=CC=2)CCCCCC1. (4) The reactants are: [CH2-]C(C)=O.[O:5]1[C:9]2[CH:10]=[CH:11][CH:12]=[CH:13][C:8]=2[N:7]=[C:6]1[NH:14][CH2:15][C@@H:16]1[C@H:20]([OH:21])[C@H:19]([OH:22])[C@H:18]([N:23]2[CH:31]=[N:30][C:29]3[C:24]2=[N:25][CH:26]=[N:27][C:28]=3[CH:32]2[CH2:36][CH2:35][O:34][CH2:33]2)[O:17]1. Given the product [O:5]1[C:9]2[CH:10]=[CH:11][CH:12]=[CH:13][C:8]=2[N:7]=[C:6]1[NH:14][CH2:15][C@@H:16]1[C@H:20]([OH:21])[C@H:19]([OH:22])[C@H:18]([N:23]2[CH:31]=[N:30][C:29]3[C:24]2=[N:25][CH:26]=[N:27][C:28]=3[CH:32]2[CH2:36][CH2:35][O:34][CH2:33]2)[O:17]1, predict the reactants needed to synthesize it. (5) Given the product [CH3:12][NH:13][C:2]1[CH:7]=[C:6]([CH3:8])[CH:5]=[CH:4][C:3]=1[N+:9]([O-:11])=[O:10], predict the reactants needed to synthesize it. The reactants are: F[C:2]1[CH:7]=[C:6]([CH3:8])[CH:5]=[CH:4][C:3]=1[N+:9]([O-:11])=[O:10].[CH3:12][NH2:13].O. (6) Given the product [C:18]([O:17][C:15]([N:3]1[CH2:2][CH2:1][C:7]2[CH:8]=[CH:9][C:10]([C:12]([OH:14])=[O:13])=[CH:11][C:6]=2[CH2:5][CH2:4]1)=[O:16])([CH3:21])([CH3:20])[CH3:19], predict the reactants needed to synthesize it. The reactants are: [CH2:1]1[C:7]2[CH:8]=[CH:9][C:10]([C:12]([OH:14])=[O:13])=[CH:11][C:6]=2[CH2:5][CH2:4][NH:3][CH2:2]1.[C:15](O[C:15]([O:17][C:18]([CH3:21])([CH3:20])[CH3:19])=[O:16])([O:17][C:18]([CH3:21])([CH3:20])[CH3:19])=[O:16]. (7) Given the product [OH:40][C:30]1[CH:31]=[C:32]([NH:35][C:36]([O:37][CH3:38])=[O:39])[CH:33]=[CH:34][C:29]=1[C:27](=[O:28])[CH2:26][O:14][C:13](=[O:15])[C@@H:12]([NH:11][C:9]([O:8][CH2:1][C:2]1[CH:3]=[CH:4][CH:5]=[CH:6][CH:7]=1)=[O:10])[CH2:16][NH:17][C:18]([O:20][C:21]([CH3:24])([CH3:23])[CH3:22])=[O:19], predict the reactants needed to synthesize it. The reactants are: [CH2:1]([O:8][C:9]([NH:11][C@@H:12]([CH2:16][NH:17][C:18]([O:20][C:21]([CH3:24])([CH3:23])[CH3:22])=[O:19])[C:13]([OH:15])=[O:14])=[O:10])[C:2]1[CH:7]=[CH:6][CH:5]=[CH:4][CH:3]=1.Br[CH2:26][C:27]([C:29]1[CH:34]=[CH:33][C:32]([NH:35][C:36](=[O:39])[O:37][CH3:38])=[CH:31][C:30]=1[OH:40])=[O:28]. (8) Given the product [CH2:28]([O:27][P:26]([CH:12]([C:13]([F:25])([F:24])[C:14]([F:23])([F:22])[C:15]([F:21])([F:20])[C:16]([F:19])([F:18])[F:17])[CH2:11][CH2:10][CH2:9][CH2:8][CH2:7][CH2:6][CH2:5][CH2:4][CH2:3][CH3:2])([O:30][CH2:31][CH3:32])=[O:33])[CH3:29], predict the reactants needed to synthesize it. The reactants are: Br[CH2:2][CH2:3][CH2:4][CH2:5][CH2:6][CH2:7][CH2:8][CH2:9][CH2:10][CH2:11][CH2:12][C:13]([F:25])([F:24])[C:14]([F:23])([F:22])[C:15]([F:21])([F:20])[C:16]([F:19])([F:18])[F:17].[P:26]([O:33]CC)([O:30][CH2:31][CH3:32])[O:27][CH2:28][CH3:29]. (9) Given the product [NH2:1][C:2]1[C:3]([C:20]2[CH:21]=[CH:22][C:17]([F:16])=[CH:18][CH:19]=2)=[CH:4][C:5]([C:6]([O:8][CH3:9])=[O:7])=[CH:10][C:11]=1[N+:12]([O-:14])=[O:13], predict the reactants needed to synthesize it. The reactants are: [NH2:1][C:2]1[C:11]([N+:12]([O-:14])=[O:13])=[CH:10][C:5]([C:6]([O:8][CH3:9])=[O:7])=[CH:4][C:3]=1Br.[F:16][C:17]1[CH:22]=[CH:21][C:20](B(O)O)=[CH:19][CH:18]=1.C(NC(C)C)(C)C.CN(C)C=O. (10) Given the product [C:1]([C:4]1[CH:5]=[C:6]([C:14]2[CH:15]=[C:16]3[C:20](=[CH:21][CH:22]=2)[C:19](=[O:23])[CH2:18][CH2:17]3)[CH:7]=[CH:8][CH:9]=1)(=[O:3])[CH3:2], predict the reactants needed to synthesize it. The reactants are: [C:1]([C:4]1[CH:5]=[C:6](B(O)O)[CH:7]=[CH:8][CH:9]=1)(=[O:3])[CH3:2].Br[C:14]1[CH:15]=[C:16]2[C:20](=[CH:21][CH:22]=1)[C:19](=[O:23])[CH2:18][CH2:17]2.